Predict the reactants needed to synthesize the given product. From a dataset of Full USPTO retrosynthesis dataset with 1.9M reactions from patents (1976-2016). (1) Given the product [Br:29][C:30]1[CH:31]=[C:32]([C@@H:35]2[CH2:37][C@H:36]2[C:38]([OH:40])=[O:39])[S:33][CH:34]=1.[CH:1]([C:4]1[CH:17]=[C:16]2[C:7]([C@:8]3([CH3:21])[C@@H:13]([CH2:14][CH2:15]2)[C@@:12]([CH2:19][NH2:20])([CH3:18])[CH2:11][CH2:10][CH2:9]3)=[CH:6][CH:5]=1)([CH3:3])[CH3:2], predict the reactants needed to synthesize it. The reactants are: [CH:1]([C:4]1[CH:17]=[C:16]2[C:7]([C@:8]3([CH3:21])[C@@H:13]([CH2:14][CH2:15]2)[C@@:12]([CH2:19][NH2:20])([CH3:18])[CH2:11][CH2:10][CH2:9]3)=[CH:6][CH:5]=1)([CH3:3])[CH3:2].C(OC(C)C)(C)C.[Br:29][C:30]1[CH:31]=[C:32]([C@@H:35]2[CH2:37][C@H:36]2[C:38]([OH:40])=[O:39])[S:33][CH:34]=1. (2) Given the product [OH:1][CH:2]1[CH2:7][CH2:6][N:5]([C:9]#[N:8])[CH2:4][CH2:3]1, predict the reactants needed to synthesize it. The reactants are: [OH:1][CH:2]1[CH2:7][CH2:6][NH:5][CH2:4][CH2:3]1.[N:8]#[C:9]Br.C(=O)([O-])O.[Na+]. (3) Given the product [NH2:6][CH2:5][C:4]1[CH:3]=[C:2]([NH:1][C:10](=[O:11])[O:12][C:13]([CH3:16])([CH3:15])[CH3:14])[CH:9]=[CH:8][CH:7]=1, predict the reactants needed to synthesize it. The reactants are: [NH2:1][C:2]1[CH:3]=[C:4]([CH:7]=[CH:8][CH:9]=1)[CH2:5][NH2:6].[C:10](O[C:10]([O:12][C:13]([CH3:16])([CH3:15])[CH3:14])=[O:11])([O:12][C:13]([CH3:16])([CH3:15])[CH3:14])=[O:11].O. (4) Given the product [F:8][C:9]1[CH:10]=[C:11]([C@H:12]([NH:13][S@@:14]([C:16]([CH3:19])([CH3:18])[CH3:17])=[O:15])[CH:4]=[CH2:5])[CH:20]=[C:21]([CH2:23][F:24])[CH:22]=1, predict the reactants needed to synthesize it. The reactants are: C[Zn]C.[CH:4]([Mg]Br)=[CH2:5].[F:8][C:9]1[CH:10]=[C:11]([CH:20]=[C:21]([CH2:23][F:24])[CH:22]=1)/[CH:12]=[N:13]/[S@@:14]([C:16]([CH3:19])([CH3:18])[CH3:17])=[O:15]. (5) Given the product [CH2:1]=[CH:2][C:3]1[CH:8]=[CH:7][CH:6]=[CH:5][CH:4]=1.[CH2:9]=[CH2:10], predict the reactants needed to synthesize it. The reactants are: [CH2:1]=[CH:2][C:3]1[CH:8]=[CH:7][CH:6]=[CH:5][CH:4]=1.[CH2:9]=[CH2:10].CO.Cl. (6) The reactants are: [CH2:1]([O:8][C:9]1[CH:10]=[CH:11][C:12]([OH:18])=[C:13]([C:15](=O)[CH3:16])[CH:14]=1)[C:2]1[CH:7]=[CH:6][CH:5]=[CH:4][CH:3]=1.[C:19](=O)([O-])[O-].[K+].[K+].BrC[C:27](=[O:31])[CH:28]([CH3:30])[CH3:29]. Given the product [CH2:1]([O:8][C:9]1[CH:10]=[CH:11][C:12]2[O:18][C:16]([C:27](=[O:31])[CH:28]([CH3:30])[CH3:29])=[C:15]([CH3:19])[C:13]=2[CH:14]=1)[C:2]1[CH:7]=[CH:6][CH:5]=[CH:4][CH:3]=1, predict the reactants needed to synthesize it. (7) The reactants are: C([O:3][C:4](=[O:36])[CH2:5][O:6][C:7]1[CH:12]=[CH:11][C:10]([S:13][C:14]2[CH:19]=[C:18]([C:20]#[C:21][CH2:22][N:23]3[CH2:28][CH2:27][O:26][CH2:25][CH2:24]3)[CH:17]=[C:16]([O:29][CH:30]3[CH2:34][CH2:33][CH2:32][CH2:31]3)[CH:15]=2)=[CH:9][C:8]=1[CH3:35])C.[OH-].[Na+].Cl. Given the product [CH:30]1([O:29][C:16]2[CH:15]=[C:14]([S:13][C:10]3[CH:11]=[CH:12][C:7]([O:6][CH2:5][C:4]([OH:36])=[O:3])=[C:8]([CH3:35])[CH:9]=3)[CH:19]=[C:18]([C:20]#[C:21][CH2:22][N:23]3[CH2:28][CH2:27][O:26][CH2:25][CH2:24]3)[CH:17]=2)[CH2:31][CH2:32][CH2:33][CH2:34]1, predict the reactants needed to synthesize it. (8) Given the product [OH:14][CH2:15][CH2:16][O:17][CH2:18][C:19]1[N:20]=[CH:21][S:22][C:23]=1/[CH:24]=[CH:25]\[S:26][C:27]1[C@H:28]([CH3:41])[C@@H:29]2[C@@H:36]([C@H:37]([OH:39])[CH3:38])[C:35](=[O:40])[N:30]2[C:31]=1[C:32]([O:34][CH:11]([O:10][C:8]([O:7][CH:1]1[CH2:6][CH2:5][CH2:4][CH2:3][CH2:2]1)=[O:9])[CH3:12])=[O:33], predict the reactants needed to synthesize it. The reactants are: [CH:1]1([O:7][C:8]([O:10][CH:11](I)[CH3:12])=[O:9])[CH2:6][CH2:5][CH2:4][CH2:3][CH2:2]1.[OH:14][CH2:15][CH2:16][O:17][CH2:18][C:19]1[N:20]=[CH:21][S:22][C:23]=1/[CH:24]=[CH:25]\[S:26][C:27]1[C@H:28]([CH3:41])[C@@H:29]2[C@@H:36]([C@H:37]([OH:39])[CH3:38])[C:35](=[O:40])[N:30]2[C:31]=1[C:32]([O-:34])=[O:33].[Na+]. (9) Given the product [C:12]([O:11][C:9]([NH:8][C@H:7]([C:16]([O:18][CH3:19])=[O:17])[CH2:6][C:5]1[CH:20]=[CH:21][C:2]([C:26]#[C:25][CH2:24][CH:23]([OH:27])[CH3:22])=[CH:3][CH:4]=1)=[O:10])([CH3:15])([CH3:14])[CH3:13], predict the reactants needed to synthesize it. The reactants are: Br[C:2]1[CH:21]=[CH:20][C:5]([CH2:6][C@@H:7]([C:16]([O:18][CH3:19])=[O:17])[NH:8][C:9]([O:11][C:12]([CH3:15])([CH3:14])[CH3:13])=[O:10])=[CH:4][CH:3]=1.[CH3:22][CH:23]([OH:27])[CH2:24][C:25]#[CH:26].